Predict the product of the given reaction. From a dataset of Forward reaction prediction with 1.9M reactions from USPTO patents (1976-2016). (1) Given the reactants [Cl:1][C:2]1[CH:3]=[CH:4][C:5]2[CH2:6][NH:7][CH2:8][C@@H:9]([C:13]3[CH:18]=[CH:17][CH:16]=[CH:15][CH:14]=3)[O:10][C:11]=2[N:12]=1.[C:19](O)(=[O:21])[CH3:20].OCC=O.C([BH3-])#N.[Na+], predict the reaction product. The product is: [Cl:1][C:2]1[CH:3]=[CH:4][C:5]2[CH2:6][N:7]([CH2:20][CH2:19][OH:21])[CH2:8][C@@H:9]([C:13]3[CH:18]=[CH:17][CH:16]=[CH:15][CH:14]=3)[O:10][C:11]=2[N:12]=1. (2) Given the reactants [Cl:1][C:2]1[CH:7]=[CH:6][C:5]([C:8]2[C:14]3[CH:15]=[C:16]([OH:19])[CH:17]=[CH:18][C:13]=3[N:12]3[C:20]([CH3:23])=[N:21][N:22]=[C:11]3[C@H:10]([CH2:24][C:25]([NH:27][CH2:28][CH3:29])=[O:26])[N:9]=2)=[CH:4][CH:3]=1.C(=O)([O-])[O-].[K+].[K+].CS(O[CH2:41][CH2:42][O:43][CH2:44][CH2:45][O:46][CH2:47][CH2:48][O:49][CH2:50][CH2:51][O:52][CH2:53][CH2:54][O:55][CH2:56][CH2:57][O:58][CH2:59][CH2:60][O:61][CH2:62][CH2:63][O:64][CH2:65][CH2:66][O:67][CH2:68][CH2:69][NH:70][C:71](=[O:97])[CH2:72][C@@H:73]1[N:79]=[C:78]([C:80]2[CH:85]=[CH:84][C:83]([Cl:86])=[CH:82][CH:81]=2)[C:77]2[CH:87]=[C:88]([O:91][CH3:92])[CH:89]=[CH:90][C:76]=2[N:75]2[C:93]([CH3:96])=[N:94][N:95]=[C:74]12)(=O)=O, predict the reaction product. The product is: [Cl:1][C:2]1[CH:7]=[CH:6][C:5]([C:8]2[C:14]3[CH:15]=[C:16]([O:19][CH2:41][CH2:42][O:43][CH2:44][CH2:45][O:46][CH2:47][CH2:48][O:49][CH2:50][CH2:51][O:52][CH2:53][CH2:54][O:55][CH2:56][CH2:57][O:58][CH2:59][CH2:60][O:61][CH2:62][CH2:63][O:64][CH2:65][CH2:66][O:67][CH2:68][CH2:69][NH:70][C:71](=[O:97])[CH2:72][C@@H:73]4[N:79]=[C:78]([C:80]5[CH:85]=[CH:84][C:83]([Cl:86])=[CH:82][CH:81]=5)[C:77]5[CH:87]=[C:88]([O:91][CH3:92])[CH:89]=[CH:90][C:76]=5[N:75]5[C:93]([CH3:96])=[N:94][N:95]=[C:74]45)[CH:17]=[CH:18][C:13]=3[N:12]3[C:20]([CH3:23])=[N:21][N:22]=[C:11]3[C@H:10]([CH2:24][C:25]([NH:27][CH2:28][CH3:29])=[O:26])[N:9]=2)=[CH:4][CH:3]=1. (3) Given the reactants FC(F)(F)S(O[C:7]1[CH2:16][CH2:15][C:14]2[C:9](=[CH:10][CH:11]=[C:12]([C@H:17]3[CH2:26][CH2:25][C@@:19]4([NH:23][C:22](=[O:24])[O:21][CH2:20]4)[CH2:18]3)[CH:13]=2)[CH:8]=1)(=O)=O.CN1C(=O)CCC1.C[Si]([N-][Si](C)(C)C)(C)C.[Li+].[CH2:46]([Mg]Br)[CH2:47][CH2:48][CH2:49][CH2:50][CH3:51].CCOCC, predict the reaction product. The product is: [CH2:46]([C:7]1[CH2:16][CH2:15][C:14]2[CH:13]=[C:12]([C@H:17]3[CH2:26][CH2:25][C@@:19]4([NH:23][C:22](=[O:24])[O:21][CH2:20]4)[CH2:18]3)[CH:11]=[CH:10][C:9]=2[CH:8]=1)[CH2:47][CH2:48][CH2:49][CH2:50][CH3:51]. (4) Given the reactants [O-]CC.[Na+].Cl.[C:6]([C:9]1[CH:14]=[CH:13][N:12]=[CH:11][CH:10]=1)(=[NH:8])[NH2:7].[CH:15]([CH:17]([CH:23]=O)[C:18]([O:20][CH2:21][CH3:22])=[O:19])=O.ClCCl, predict the reaction product. The product is: [N:12]1[CH:13]=[CH:14][C:9]([C:6]2[N:7]=[CH:23][C:17]([C:18]([O:20][CH2:21][CH3:22])=[O:19])=[CH:15][N:8]=2)=[CH:10][CH:11]=1. (5) Given the reactants [F:1][C:2]([F:13])([F:12])[C:3]1[CH:11]=[CH:10][C:6]([C:7]([OH:9])=O)=[CH:5][CH:4]=1.ON1C2C=CC=CC=2N=N1.[C:24]([O:28][C:29]([N:31]1[CH2:37][CH2:36][CH2:35][NH:34][CH2:33][CH2:32]1)=[O:30])([CH3:27])([CH3:26])[CH3:25].CN(C1C=CC=CN=1)C, predict the reaction product. The product is: [C:24]([O:28][C:29]([N:31]1[CH2:37][CH2:36][CH2:35][N:34]([C:7](=[O:9])[C:6]2[CH:5]=[CH:4][C:3]([C:2]([F:1])([F:13])[F:12])=[CH:11][CH:10]=2)[CH2:33][CH2:32]1)=[O:30])([CH3:27])([CH3:25])[CH3:26].